Dataset: Reaction yield outcomes from USPTO patents with 853,638 reactions. Task: Predict the reaction yield, written as a fraction of the theoretical maximum amount of product (1.0 means a 100% yield; for example, 0.34 means a 34% yield). The reactants are [C:1]([N:8]1[CH2:12][C@@H:11]([N:13]=[N+:14]=[N-:15])[CH2:10][C@H:9]1[C:16]([OH:18])=O)([O:3][C:4]([CH3:7])([CH3:6])[CH3:5])=[O:2].CCN(C(C)C)C(C)C.[CH3:28][N:29]1[CH2:34][CH2:33][NH:32][CH2:31][CH2:30]1.C1C=CC2N(O)N=NC=2C=1.C(Cl)CCl. The catalyst is CN(C=O)C. The product is [C:1]([N:8]1[CH2:12][C@@H:11]([N:13]=[N+:14]=[N-:15])[CH2:10][C@H:9]1[C:16]([N:32]1[CH2:33][CH2:34][N:29]([CH3:28])[CH2:30][CH2:31]1)=[O:18])([O:3][C:4]([CH3:5])([CH3:6])[CH3:7])=[O:2]. The yield is 0.930.